The task is: Regression. Given a peptide amino acid sequence and an MHC pseudo amino acid sequence, predict their binding affinity value. This is MHC class II binding data.. This data is from Peptide-MHC class II binding affinity with 134,281 pairs from IEDB. The peptide sequence is CIALDMMNENLGIIS. The MHC is DRB1_0301 with pseudo-sequence DRB1_0301. The binding affinity (normalized) is 0.166.